This data is from Full USPTO retrosynthesis dataset with 1.9M reactions from patents (1976-2016). The task is: Predict the reactants needed to synthesize the given product. Given the product [Cl:1][C:2]1[CH:20]=[CH:19][CH:18]=[CH:17][C:3]=1[O:4][CH:5]1[CH2:6][CH2:7][N:8]([C:11](=[O:16])[CH2:12][C:13]([NH:55][C:52]2[CH:53]=[N:54][C:49]([C:43]3[CH:48]=[CH:47][CH:46]=[CH:45][CH:44]=3)=[CH:50][CH:51]=2)=[O:15])[CH2:9][CH2:10]1, predict the reactants needed to synthesize it. The reactants are: [Cl:1][C:2]1[CH:20]=[CH:19][CH:18]=[CH:17][C:3]=1[O:4][CH:5]1[CH2:10][CH2:9][N:8]([C:11](=[O:16])[CH2:12][C:13]([OH:15])=O)[CH2:7][CH2:6]1.C1C=CC2N(O)N=NC=2C=1.CCN=C=NCCCN(C)C.Cl.[C:43]1([C:49]2[N:54]=[CH:53][C:52]([NH2:55])=[CH:51][CH:50]=2)[CH:48]=[CH:47][CH:46]=[CH:45][CH:44]=1.